From a dataset of Forward reaction prediction with 1.9M reactions from USPTO patents (1976-2016). Predict the product of the given reaction. (1) Given the reactants Cl.[NH:2]1[C:10]2[C:5](=[CH:6][CH:7]=[CH:8][CH:9]=2)[CH:4]=[C:3]1[C:11]1[N:12]=[C:13]([CH:21]2[CH2:26][CH2:25][NH:24][CH2:23][CH2:22]2)[N:14]2[CH:19]=[CH:18][N:17]=[C:16]([NH2:20])[C:15]=12.CCN=C=NCCCN(C)C.Cl.C(N(CC)C(C)C)(C)C.[CH:48](O)=[O:49], predict the reaction product. The product is: [NH2:20][C:16]1[C:15]2[N:14]([C:13]([CH:21]3[CH2:26][CH2:25][N:24]([CH:48]=[O:49])[CH2:23][CH2:22]3)=[N:12][C:11]=2[C:3]2[NH:2][C:10]3[C:5]([CH:4]=2)=[CH:6][CH:7]=[CH:8][CH:9]=3)[CH:19]=[CH:18][N:17]=1. (2) Given the reactants [Cl:1][C:2]1[CH:7]=[CH:6][C:5]([C:8]2[N:9]=[C:10]3[CH:15]=[C:14]([CH3:16])[CH:13]=[CH:12][N:11]3[C:17]=2[CH2:18][C:19](O)=[O:20])=[CH:4][CH:3]=1.[N:22]1[CH:27]=[CH:26][C:25]([CH2:28][NH:29][CH2:30][CH3:31])=[CH:24][CH:23]=1, predict the reaction product. The product is: [ClH:1].[CH2:30]([N:29]([CH2:28][C:25]1[CH:26]=[CH:27][N:22]=[CH:23][CH:24]=1)[C:19](=[O:20])[CH2:18][C:17]1[N:11]2[CH:12]=[CH:13][C:14]([CH3:16])=[CH:15][C:10]2=[N:9][C:8]=1[C:5]1[CH:6]=[CH:7][C:2]([Cl:1])=[CH:3][CH:4]=1)[CH3:31]. (3) Given the reactants [N:1]1[C:9]2[CH2:8][CH:7]([C:10]([NH2:12])=O)[CH2:6][C:5]=2[CH:4]=[CH:3][CH:2]=1.[H-].[H-].[H-].[H-].[Li+].[Al+3].O.[OH-].[Na+], predict the reaction product. The product is: [N:1]1[C:9]2[CH2:8][CH:7]([CH2:10][NH2:12])[CH2:6][C:5]=2[CH:4]=[CH:3][CH:2]=1. (4) Given the reactants [N:1]1([CH2:6][CH2:7][N:8]2[CH:12]=[C:11]([CH:13]3[CH2:18][CH2:17][O:16][CH2:15][CH2:14]3)[N:10]=[C:9]2[CH:19]2[CH2:24][CH2:23][N:22](C(OC(C)(C)C)=O)[CH2:21][CH2:20]2)[CH2:5][CH2:4][CH2:3][CH2:2]1.ClCCl.Cl.O1CCOCC1, predict the reaction product. The product is: [O:16]1[CH2:15][CH2:14][CH:13]([C:11]2[N:10]=[C:9]([CH:19]3[CH2:20][CH2:21][NH:22][CH2:23][CH2:24]3)[N:8]([CH2:7][CH2:6][N:1]3[CH2:2][CH2:3][CH2:4][CH2:5]3)[CH:12]=2)[CH2:18][CH2:17]1. (5) Given the reactants [CH3:1][CH:2]([Si:4]([CH:14]([CH3:16])[CH3:15])([CH:11]([CH3:13])[CH3:12])[O:5]/[C:6](/C)=[CH:7]/[CH2:8]O)[CH3:3].[CH3:17][C:18](OI1(OC(C)=O)(OC(C)=O)OC(=O)C2C=CC=CC1=2)=[O:19].C([O-])(O)=O.[Na+].[O-]S([O-])(=S)=O.[Na+].[Na+], predict the reaction product. The product is: [CH3:16][CH:14]([Si:4]([CH:2]([CH3:1])[CH3:3])([CH:11]([CH3:12])[CH3:13])[O:5][CH2:6]/[C:7](/[CH3:8])=[CH:17]/[CH:18]=[O:19])[CH3:15].